Task: Predict which catalyst facilitates the given reaction.. Dataset: Catalyst prediction with 721,799 reactions and 888 catalyst types from USPTO Reactant: [NH:1]([C:8]1[CH:9]=[C:10]2[C:15]3=[C:16]([CH2:18][CH2:19][CH2:20][N:14]3[CH2:13][C@@H:12]3[CH2:21][N:22]([C:24]([O:26][C:27]([CH3:30])([CH3:29])[CH3:28])=[O:25])[CH2:23][C@H:11]23)[CH:17]=1)C1C=CC=CC=1.FC(F)(F)C(O)=O. Product: [NH2:1][C:8]1[CH:9]=[C:10]2[C:15]3=[C:16]([CH2:18][CH2:19][CH2:20][N:14]3[CH2:13][C@@H:12]3[CH2:21][N:22]([C:24]([O:26][C:27]([CH3:30])([CH3:29])[CH3:28])=[O:25])[CH2:23][C@H:11]23)[CH:17]=1. The catalyst class is: 2.